Dataset: Forward reaction prediction with 1.9M reactions from USPTO patents (1976-2016). Task: Predict the product of the given reaction. Given the reactants [CH3:1][C:2]1[CH2:7][CH2:6][CH2:5][C:4]([CH3:9])([CH3:8])[C:3]=1/[CH:10]=[CH:11]/[C:12](/[CH3:21])=[CH:13]/[CH:14]=[CH:15]/[C:16](/[CH3:20])=[CH:17]/[CH2:18][OH:19].C(N(C(C)C)CC)(C)C.C(CC[O:35][P:36](Cl)([N:38](C(C)C)C(C)C)=[O:37])#N.P(N)([O-])[O-].C([O-])(O)=O.[Na+], predict the reaction product. The product is: [CH3:1][C:2]1[CH2:7][CH2:6][CH2:5][C:4]([CH3:8])([CH3:9])[C:3]=1/[CH:10]=[CH:11]/[C:12](/[CH3:21])=[CH:13]/[CH:14]=[CH:15]/[C:16](/[CH3:20])=[CH:17]/[CH2:18][OH:19].[P:36]([NH2:38])([O-:37])[O-:35].